Predict which catalyst facilitates the given reaction. From a dataset of Catalyst prediction with 721,799 reactions and 888 catalyst types from USPTO. (1) Reactant: [CH2:1]([O:4][P:5]([O:11][CH2:12][CH2:13][CH2:14][C:15]([O:17]CC1C=CC(OC)=CC=1)=[O:16])([O:7][CH2:8][CH:9]=[CH2:10])=[O:6])[CH:2]=[CH2:3].C1(OC)C=CC=CC=1.FC(F)(F)C(O)=O. Product: [CH2:8]([O:7][P:5]([O:11][CH2:12][CH2:13][CH2:14][C:15]([OH:17])=[O:16])([O:4][CH2:1][CH:2]=[CH2:3])=[O:6])[CH:9]=[CH2:10]. The catalyst class is: 11. (2) Reactant: Br[C:2]1[C:3]([NH:10][CH2:11][CH2:12][CH:13]2[CH2:18][CH2:17][CH2:16][CH2:15][CH2:14]2)=[N:4][C:5]([C:8]#[N:9])=[N:6][CH:7]=1.[CH2:19]([C:22]1[CH:27]=[CH:26][C:25]([CH2:28][OH:29])=[CH:24][CH:23]=1)[C:20]#[CH:21].C(N(CC)CC)C.[Cl-].[NH4+]. Product: [CH:13]1([CH2:12][CH2:11][N:10]2[C:3]3[N:4]=[C:5]([C:8]#[N:9])[N:6]=[CH:7][C:2]=3[CH:21]=[C:20]2[CH2:19][C:22]2[CH:23]=[CH:24][C:25]([CH2:28][OH:29])=[CH:26][CH:27]=2)[CH2:18][CH2:17][CH2:16][CH2:15][CH2:14]1. The catalyst class is: 122. (3) Reactant: [NH2:1][CH2:2][CH2:3][CH2:4][OH:5].[OH:6][C:7]([CH3:25])([CH3:24])[C:8]([C:10]1[CH:15]=[CH:14][C:13]([O:16][CH2:17][CH2:18][O:19][CH2:20][CH:21]2[CH2:23][O:22]2)=[CH:12][CH:11]=1)=[O:9].[CH3:26][O:27][CH2:28][CH2:29][O:30][CH3:31]. The catalyst class is: 41. Product: [OH:6][C:7]([CH3:25])([CH3:24])[C:8]([C:10]1[CH:15]=[CH:14][C:13]([O:16][CH2:17][CH2:18][O:19][CH2:20][CH:21]([OH:22])[CH2:23][N:1]([CH2:18][CH:17]([OH:16])[CH2:26][O:27][CH2:28][CH2:29][O:30][C:31]2[CH:12]=[CH:11][C:10]([C:8](=[O:9])[C:7]([OH:6])([CH3:24])[CH3:25])=[CH:15][CH:14]=2)[CH2:2][CH2:3][CH2:4][OH:5])=[CH:12][CH:11]=1)=[O:9]. (4) Reactant: [Cl:1][C:2]1[CH:10]=[CH:9][C:5]([C:6]([OH:8])=[O:7])=[C:4]([O:11][CH2:12][CH3:13])[CH:3]=1.[Cl:14][S:15](O)(=[O:17])=[O:16]. Product: [Cl:1][C:2]1[C:10]([S:15]([Cl:14])(=[O:17])=[O:16])=[CH:9][C:5]([C:6]([OH:8])=[O:7])=[C:4]([O:11][CH2:12][CH3:13])[CH:3]=1. The catalyst class is: 4. (5) Reactant: [CH:1]1([O:7][C:8]2[CH:13]=[C:12]([O:14][CH2:15][CH2:16][O:17][CH3:18])[CH:11]=[CH:10][C:9]=2/[CH:19]=[CH:20]/[C:21]([NH:23][S:24]([CH2:27][CH2:28][CH2:29][CH2:30][CH3:31])(=[O:26])=[O:25])=[O:22])[CH2:6][CH2:5][CH2:4][CH2:3][CH2:2]1. The catalyst class is: 129. Product: [CH:1]1([O:7][C:8]2[CH:13]=[C:12]([O:14][CH2:15][CH2:16][O:17][CH3:18])[CH:11]=[CH:10][C:9]=2[CH2:19][CH2:20][C:21]([NH:23][S:24]([CH2:27][CH2:28][CH2:29][CH2:30][CH3:31])(=[O:26])=[O:25])=[O:22])[CH2:6][CH2:5][CH2:4][CH2:3][CH2:2]1. (6) Reactant: [NH2:1][C:2]1[CH:3]=[C:4]([C:8]2[C:16]3[C:11](=[CH:12][CH:13]=[C:14](C#N)[CH:15]=3)[N:10]([CH:19]3[CH2:24][CH2:23][CH2:22][CH2:21][O:20]3)[N:9]=2)[CH:5]=[CH:6][CH:7]=1.[O:25]([CH:32]([CH3:36])[C:33]([OH:35])=O)[C:26]1[CH:31]=[CH:30][CH:29]=[CH:28][CH:27]=1.Cl.[CH3:38][N:39](C)CCCN=C=NCC. Product: [C:38]([CH:22]1[CH2:21][O:20][CH:19]([N:10]2[C:11]3[C:16](=[CH:15][CH:14]=[CH:13][CH:12]=3)[C:8]([C:4]3[CH:3]=[C:2]([NH:1][C:33](=[O:35])[CH:32]([O:25][C:26]4[CH:27]=[CH:28][CH:29]=[CH:30][CH:31]=4)[CH3:36])[CH:7]=[CH:6][CH:5]=3)=[N:9]2)[CH2:24][CH2:23]1)#[N:39]. The catalyst class is: 68. (7) Reactant: C([O:4][CH2:5][C:6]1([C:17]2[O:18][C:19]([C:30]3[CH:35]=[CH:34][C:33]([O:36][CH3:37])=[CH:32][CH:31]=3)=[C:20]([C:22]3[CH:27]=[CH:26][C:25]([O:28][CH3:29])=[CH:24][CH:23]=3)[N:21]=2)[CH2:11][CH2:10][N:9]([C:12](=[O:16])[N:13]([OH:15])[CH3:14])[CH2:8][CH2:7]1)(=O)C.C(=O)([O-])[O-].[K+].[K+]. Product: [CH3:29][O:28][C:25]1[CH:24]=[CH:23][C:22]([C:20]2[N:21]=[C:17]([C:6]3([CH2:5][OH:4])[CH2:7][CH2:8][N:9]([C:12](=[O:16])[N:13]([OH:15])[CH3:14])[CH2:10][CH2:11]3)[O:18][C:19]=2[C:30]2[CH:31]=[CH:32][C:33]([O:36][CH3:37])=[CH:34][CH:35]=2)=[CH:27][CH:26]=1. The catalyst class is: 5.